Dataset: Full USPTO retrosynthesis dataset with 1.9M reactions from patents (1976-2016). Task: Predict the reactants needed to synthesize the given product. (1) Given the product [NH:18]1[C:19]2[C:15](=[CH:14][C:13]([NH:12][C:6]3[C:5]4[C:10](=[CH:11][C:2]([O:1][CH2:2][CH2:3][O:22][CH3:23])=[C:3]([O:22][CH3:23])[CH:4]=4)[N:9]=[CH:8][N:7]=3)=[CH:21][CH:20]=2)[CH:16]=[CH:17]1, predict the reactants needed to synthesize it. The reactants are: [OH:1][C:2]1[CH:11]=[C:10]2[C:5]([C:6]([NH:12][C:13]3[CH:14]=[C:15]4[C:19](=[CH:20][CH:21]=3)[NH:18][CH:17]=[CH:16]4)=[N:7][CH:8]=[N:9]2)=[CH:4][C:3]=1[O:22][CH3:23]. (2) Given the product [F:1][C:2]1[CH:15]=[C:14]([C:26]2[CH:27]=[CH:28][C:29]3[N:30]=[CH:31][N:32]=[C:33]([NH2:36])[C:34]=3[N:35]=2)[CH:13]=[C:4]([NH:5][CH2:6][CH2:7][N:8]2[CH2:9][CH2:10][CH2:11][CH2:12]2)[CH:3]=1, predict the reactants needed to synthesize it. The reactants are: [F:1][C:2]1[CH:3]=[C:4]([CH:13]=[C:14](B2OC(C)(C)C(C)(C)O2)[CH:15]=1)[NH:5][CH2:6][CH2:7][N:8]1[CH2:12][CH2:11][CH2:10][CH2:9]1.Cl[C:26]1[CH:27]=[CH:28][C:29]2[N:30]=[CH:31][N:32]=[C:33]([NH2:36])[C:34]=2[N:35]=1.C([O-])([O-])=O.[Cs+].[Cs+]. (3) Given the product [F:26][C:27]1[CH:28]=[CH:29][C:30]([O:35][CH3:36])=[C:31]([CH2:32][CH:2]=[O:3])[CH:34]=1, predict the reactants needed to synthesize it. The reactants are: [Cl-].[CH3:2][O:3]C[P+](C1C=CC=CC=1)(C1C=CC=CC=1)C1C=CC=CC=1.[H-].[Na+].[F:26][C:27]1[CH:28]=[CH:29][C:30]([O:35][CH3:36])=[C:31]([CH:34]=1)[CH:32]=O.[Cl-].[NH4+].OS(O)(=O)=O. (4) Given the product [CH3:18][C:17]1([CH3:19])[CH2:16][C:15]2[C:10](=[CH:11][CH:12]=[C:13]([C:20]([OH:22])=[O:21])[CH:14]=2)[NH:9][CH:8]1[C:4]1[CH:5]=[CH:6][CH:7]=[C:2]([N:23]2[CH2:27][CH2:26][N:25]([C:44]3[CH:49]=[CH:48][CH:47]=[CH:46][CH:45]=3)[C:24]2=[O:28])[CH:3]=1, predict the reactants needed to synthesize it. The reactants are: Br[C:2]1[CH:3]=[C:4]([CH:8]2[C:17]([CH3:19])([CH3:18])[CH2:16][C:15]3[C:10](=[CH:11][CH:12]=[C:13]([C:20]([OH:22])=[O:21])[CH:14]=3)[NH:9]2)[CH:5]=[CH:6][CH:7]=1.[NH:23]1[CH2:27][CH2:26][NH:25][C:24]1=[O:28].Cl.CN(C)CC(O)=O.C(=O)([O-])[O-].[K+].[K+].I[C:44]1[CH:49]=[CH:48][CH:47]=[CH:46][CH:45]=1. (5) Given the product [O:25]1[CH2:29][CH2:28][CH:27]([CH2:30][NH:31][C:21]([C:18]2[CH:17]=[C:16]([CH2:15][CH2:14][CH2:13][C:8]3[CH:7]=[CH:6][C:5]4[C:10](=[CH:11][CH:12]=[C:3]([O:2][CH3:1])[CH:4]=4)[CH:9]=3)[O:20][N:19]=2)=[O:23])[CH2:26]1, predict the reactants needed to synthesize it. The reactants are: [CH3:1][O:2][C:3]1[CH:4]=[C:5]2[C:10](=[CH:11][CH:12]=1)[CH:9]=[C:8]([CH2:13][CH2:14][CH2:15][C:16]1[O:20][N:19]=[C:18]([C:21]([OH:23])=O)[CH:17]=1)[CH:7]=[CH:6]2.Cl.[O:25]1[CH2:29][CH2:28][CH:27]([CH2:30][NH2:31])[CH2:26]1.C(N(CC)CC)C.ON1C2C=CC=CC=2N=N1.Cl.C(N=C=NCCCN(C)C)C.